From a dataset of Reaction yield outcomes from USPTO patents with 853,638 reactions. Predict the reaction yield, written as a fraction of the theoretical maximum amount of product (1.0 means a 100% yield; for example, 0.34 means a 34% yield). The reactants are [CH2:1]([N:3]([CH2:16][CH3:17])[CH2:4][CH2:5][CH2:6][O:7][C:8]1[CH:13]=[CH:12][C:11]([NH2:14])=[CH:10][C:9]=1[F:15])[CH3:2].[CH3:18][C:19]1[CH:27]=[CH:26][CH:25]=[C:24]2[C:20]=1[C:21](=[CH:29]O)[C:22](=[O:28])[NH:23]2. No catalyst specified. The product is [CH2:16]([N:3]([CH2:1][CH3:2])[CH2:4][CH2:5][CH2:6][O:7][C:8]1[CH:13]=[CH:12][C:11]([NH:14][CH:29]=[C:21]2[C:20]3[C:24](=[CH:25][CH:26]=[CH:27][C:19]=3[CH3:18])[NH:23][C:22]2=[O:28])=[CH:10][C:9]=1[F:15])[CH3:17]. The yield is 0.490.